This data is from Reaction yield outcomes from USPTO patents with 853,638 reactions. The task is: Predict the reaction yield, written as a fraction of the theoretical maximum amount of product (1.0 means a 100% yield; for example, 0.34 means a 34% yield). (1) The reactants are Cl.[CH:2]([N:5]1[C:13]2[C:8](=[CH:9][C:10]([C:14]3[O:18][N:17]=[C:16]([C:19]4[CH:28]=[CH:27][CH:26]=[C:25]5[C:20]=4[CH2:21][CH2:22][NH:23][CH2:24]5)[N:15]=3)=[CH:11][CH:12]=2)[CH:7]=[N:6]1)([CH3:4])[CH3:3].Br[CH2:30][C:31]([O:33][CH2:34][CH3:35])=[O:32]. No catalyst specified. The product is [CH2:34]([O:33][C:31](=[O:32])[CH2:30][N:23]1[CH2:22][CH2:21][C:20]2[C:25](=[CH:26][CH:27]=[CH:28][C:19]=2[C:16]2[N:15]=[C:14]([C:10]3[CH:9]=[C:8]4[C:13](=[CH:12][CH:11]=3)[N:5]([CH:2]([CH3:4])[CH3:3])[N:6]=[CH:7]4)[O:18][N:17]=2)[CH2:24]1)[CH3:35]. The yield is 0.950. (2) The reactants are [O:1]=[C:2]1[CH2:6][CH2:5][CH2:4][CH:3]1[C:7]([O:9][CH2:10][CH3:11])=[O:8].C(=O)([O-])[O-].[K+].[K+].Br[CH2:19][CH2:20][CH:21]([CH3:23])[CH3:22]. The catalyst is CC(C)=O. The product is [CH2:19]([C:3]1([C:7]([O:9][CH2:10][CH3:11])=[O:8])[CH2:4][CH2:5][CH2:6][C:2]1=[O:1])[CH2:20][CH:21]([CH3:23])[CH3:22]. The yield is 0.726.